Dataset: Reaction yield outcomes from USPTO patents with 853,638 reactions. Task: Predict the reaction yield, written as a fraction of the theoretical maximum amount of product (1.0 means a 100% yield; for example, 0.34 means a 34% yield). (1) The reactants are Cl[CH2:2][C:3]1[CH:12]=[CH:11][C:6]2[O:7][CH2:8][CH2:9][O:10][C:5]=2[CH:4]=1.[C-:13]#[N:14].[Na+].O. The catalyst is CS(C)=O. The product is [O:7]1[CH2:8][CH2:9][O:10][C:5]2[CH:4]=[C:3]([CH2:2][C:13]#[N:14])[CH:12]=[CH:11][C:6]1=2. The yield is 0.860. (2) The reactants are [S:1]1[CH:5]=[CH:4][CH:3]=[C:2]1[S:6]([NH:9][C:10]1[CH:11]=[CH:12][CH:13]=[C:14]2[C:18]=1[NH:17][C:16]([C:19]1[S:20][CH:21]([CH2:24][C:25]([OH:27])=O)[CH2:22][N:23]=1)=[CH:15]2)(=[O:8])=[O:7].C[N:29](C)C=O.Cl.CN(C)CCCN=C=NCC. The catalyst is C(OCC)(=O)C. The product is [S:1]1[CH:5]=[CH:4][CH:3]=[C:2]1[S:6]([NH:9][C:10]1[CH:11]=[CH:12][CH:13]=[C:14]2[C:18]=1[NH:17][C:16]([C:19]1[S:20][CH:21]([CH2:24][C:25]([NH2:29])=[O:27])[CH2:22][N:23]=1)=[CH:15]2)(=[O:7])=[O:8]. The yield is 0.770.